From a dataset of NCI-60 drug combinations with 297,098 pairs across 59 cell lines. Regression. Given two drug SMILES strings and cell line genomic features, predict the synergy score measuring deviation from expected non-interaction effect. (1) Drug 1: C1CCC(C1)C(CC#N)N2C=C(C=N2)C3=C4C=CNC4=NC=N3. Drug 2: COC1=NC(=NC2=C1N=CN2C3C(C(C(O3)CO)O)O)N. Cell line: K-562. Synergy scores: CSS=2.23, Synergy_ZIP=0.674, Synergy_Bliss=3.79, Synergy_Loewe=-15.2, Synergy_HSA=-3.03. (2) Drug 1: COC1=C(C=C2C(=C1)N=CN=C2NC3=CC(=C(C=C3)F)Cl)OCCCN4CCOCC4. Drug 2: COC1=NC(=NC2=C1N=CN2C3C(C(C(O3)CO)O)O)N. Cell line: SN12C. Synergy scores: CSS=13.1, Synergy_ZIP=-2.96, Synergy_Bliss=2.19, Synergy_Loewe=-3.82, Synergy_HSA=2.27. (3) Synergy scores: CSS=26.7, Synergy_ZIP=-0.523, Synergy_Bliss=-0.183, Synergy_Loewe=-6.36, Synergy_HSA=0.208. Drug 2: C1=NC2=C(N1)C(=S)N=CN2. Drug 1: C1C(C(OC1N2C=C(C(=O)NC2=O)F)CO)O. Cell line: CAKI-1. (4) Drug 1: C1CC(=O)NC(=O)C1N2C(=O)C3=CC=CC=C3C2=O. Drug 2: CC1CCCC2(C(O2)CC(NC(=O)CC(C(C(=O)C(C1O)C)(C)C)O)C(=CC3=CSC(=N3)C)C)C. Cell line: TK-10. Synergy scores: CSS=34.8, Synergy_ZIP=-0.521, Synergy_Bliss=-2.17, Synergy_Loewe=-18.9, Synergy_HSA=-0.684. (5) Drug 1: CC1=CC2C(CCC3(C2CCC3(C(=O)C)OC(=O)C)C)C4(C1=CC(=O)CC4)C. Drug 2: C1CN(P(=O)(OC1)NCCCl)CCCl. Cell line: A498. Synergy scores: CSS=6.44, Synergy_ZIP=-1.50, Synergy_Bliss=-0.0286, Synergy_Loewe=-1.89, Synergy_HSA=-0.959. (6) Drug 1: CC(C)NC(=O)C1=CC=C(C=C1)CNNC.Cl. Drug 2: C1C(C(OC1N2C=NC(=NC2=O)N)CO)O. Cell line: MDA-MB-231. Synergy scores: CSS=5.79, Synergy_ZIP=-3.84, Synergy_Bliss=-2.83, Synergy_Loewe=1.45, Synergy_HSA=-1.65. (7) Drug 1: CCC1(CC2CC(C3=C(CCN(C2)C1)C4=CC=CC=C4N3)(C5=C(C=C6C(=C5)C78CCN9C7C(C=CC9)(C(C(C8N6C)(C(=O)OC)O)OC(=O)C)CC)OC)C(=O)OC)O.OS(=O)(=O)O. Drug 2: C1=CC=C(C=C1)NC(=O)CCCCCCC(=O)NO. Cell line: NCI-H522. Synergy scores: CSS=12.7, Synergy_ZIP=-3.56, Synergy_Bliss=0.846, Synergy_Loewe=-3.34, Synergy_HSA=-3.29. (8) Drug 1: CC1C(C(=O)NC(C(=O)N2CCCC2C(=O)N(CC(=O)N(C(C(=O)O1)C(C)C)C)C)C(C)C)NC(=O)C3=C4C(=C(C=C3)C)OC5=C(C(=O)C(=C(C5=N4)C(=O)NC6C(OC(=O)C(N(C(=O)CN(C(=O)C7CCCN7C(=O)C(NC6=O)C(C)C)C)C)C(C)C)C)N)C. Drug 2: CC12CCC3C(C1CCC2O)C(CC4=C3C=CC(=C4)O)CCCCCCCCCS(=O)CCCC(C(F)(F)F)(F)F. Cell line: NCI-H460. Synergy scores: CSS=58.1, Synergy_ZIP=20.2, Synergy_Bliss=20.4, Synergy_Loewe=1.23, Synergy_HSA=20.1. (9) Drug 1: CN1C(=O)N2C=NC(=C2N=N1)C(=O)N. Drug 2: COC1=C2C(=CC3=C1OC=C3)C=CC(=O)O2. Cell line: IGROV1. Synergy scores: CSS=1.16, Synergy_ZIP=5.23, Synergy_Bliss=0.366, Synergy_Loewe=0.182, Synergy_HSA=0.237.